Dataset: Forward reaction prediction with 1.9M reactions from USPTO patents (1976-2016). Task: Predict the product of the given reaction. (1) Given the reactants [NH2:1][C:2]1[N:9]=[CH:8][CH:7]=[CH:6][C:3]=1[CH:4]=O.[C:10]([C:13]1[CH:18]=[CH:17][CH:16]=[CH:15][CH:14]=1)(=O)[CH3:11], predict the reaction product. The product is: [C:13]1([C:10]2[CH:11]=[CH:4][C:3]3[C:2](=[N:9][CH:8]=[CH:7][CH:6]=3)[N:1]=2)[CH:18]=[CH:17][CH:16]=[CH:15][CH:14]=1. (2) Given the reactants [C:1]([O:5][C:6]([N:8]([C:23]([O:25][C:26]([CH3:29])([CH3:28])[CH3:27])=[O:24])[C:9]1[O:17][C:16]2[C:11](=[N:12][CH:13]=[C:14](Br)[CH:15]=2)[C:10]=1[C:19]([O:21][CH3:22])=[O:20])=[O:7])([CH3:4])([CH3:3])[CH3:2].[N:30]1[CH:35]=[C:34](B(O)O)[CH:33]=[N:32][CH:31]=1.[O-]P([O-])([O-])=O.[K+].[K+].[K+], predict the reaction product. The product is: [C:1]([O:5][C:6]([N:8]([C:23]([O:25][C:26]([CH3:29])([CH3:28])[CH3:27])=[O:24])[C:9]1[O:17][C:16]2[C:11](=[N:12][CH:13]=[C:14]([C:34]3[CH:35]=[N:30][CH:31]=[N:32][CH:33]=3)[CH:15]=2)[C:10]=1[C:19]([O:21][CH3:22])=[O:20])=[O:7])([CH3:4])([CH3:3])[CH3:2]. (3) Given the reactants [CH3:1][O:2][C:3](=[O:19])[C:4]1[CH:9]=[C:8](Br)[C:7]([O:11][CH2:12][C:13]2[N:14]([CH3:18])[CH:15]=[CH:16][N:17]=2)=[N:6][CH:5]=1.[Cl:20][C:21]1[CH:26]=[CH:25][C:24](B(O)O)=[CH:23][CH:22]=1.C(=O)([O-])[O-].[Na+].[Na+], predict the reaction product. The product is: [CH3:1][O:2][C:3](=[O:19])[C:4]1[CH:9]=[C:8]([C:24]2[CH:25]=[CH:26][C:21]([Cl:20])=[CH:22][CH:23]=2)[C:7]([O:11][CH2:12][C:13]2[N:14]([CH3:18])[CH:15]=[CH:16][N:17]=2)=[N:6][CH:5]=1. (4) Given the reactants [CH3:1][C:2]1[CH:3]=[C:4]([NH:16][C:17]2[C:18]3[NH:25][C:24]([C:26]4[CH:34]=[CH:33][C:29]([C:30](O)=[O:31])=[CH:28][CH:27]=4)=[CH:23][C:19]=3[N:20]=[CH:21][N:22]=2)[CH:5]=[CH:6][C:7]=1[O:8][C:9]1[CH:10]=[N:11][C:12]([CH3:15])=[CH:13][CH:14]=1.C(N(CC)CC)C.C(N1C=CN=C1)(N1C=CN=C1)=O.[BH4-].[Na+], predict the reaction product. The product is: [CH3:1][C:2]1[CH:3]=[C:4]([NH:16][C:17]2[C:18]3[NH:25][C:24]([C:26]4[CH:27]=[CH:28][C:29]([CH2:30][OH:31])=[CH:33][CH:34]=4)=[CH:23][C:19]=3[N:20]=[CH:21][N:22]=2)[CH:5]=[CH:6][C:7]=1[O:8][C:9]1[CH:10]=[N:11][C:12]([CH3:15])=[CH:13][CH:14]=1. (5) The product is: [Cl:13][C:5]1[C:4]2[C:9](=[CH:10][CH:11]=[C:2]([NH:25][CH2:24][C:23]3[CH:26]=[CH:27][CH:28]=[C:21]([CH2:20][N:14]4[CH2:19][CH2:18][CH2:17][CH2:16][CH2:15]4)[CH:22]=3)[CH:3]=2)[C:8](=[O:12])[NH:7][N:6]=1. Given the reactants Br[C:2]1[CH:3]=[C:4]2[C:9](=[CH:10][CH:11]=1)[C:8](=[O:12])[NH:7][N:6]=[C:5]2[Cl:13].[N:14]1([CH2:20][C:21]2[CH:22]=[C:23]([CH:26]=[CH:27][CH:28]=2)[CH2:24][NH2:25])[CH2:19][CH2:18][CH2:17][CH2:16][CH2:15]1.C1C=CC(P(C2C(C3C(P(C4C=CC=CC=4)C4C=CC=CC=4)=CC=C4C=3C=CC=C4)=C3C(C=CC=C3)=CC=2)C2C=CC=CC=2)=CC=1.CC([O-])(C)C.[Na+], predict the reaction product. (6) Given the reactants [NH2:1][C:2]1[C:11]2[CH2:10][CH2:9][CH2:8][C:7]3[CH:12]=[C:13]([N:16]4[CH2:20][C@H:19]([CH2:21][NH:22][C:23](=[O:25])[CH3:24])[O:18][C:17]4=[O:26])[CH:14]=[CH:15][C:6]=3[C:5]=2[NH:4][N:3]=1.C(N(CC)CC)C.[O:34]1[CH:38]=[CH:37][C:36]([C:39](Cl)=[O:40])=[CH:35]1, predict the reaction product. The product is: [NH2:1][C:2]1[N:3]([C:39]([C:36]2[CH:37]=[CH:38][O:34][CH:35]=2)=[O:40])[N:4]=[C:5]2[C:11]=1[CH2:10][CH2:9][CH2:8][C:7]1[CH:12]=[C:13]([N:16]3[CH2:20][C@H:19]([CH2:21][NH:22][C:23](=[O:25])[CH3:24])[O:18][C:17]3=[O:26])[CH:14]=[CH:15][C:6]2=1.